This data is from Catalyst prediction with 721,799 reactions and 888 catalyst types from USPTO. The task is: Predict which catalyst facilitates the given reaction. Reactant: C(NC(C)C)(C)C.C([Li])CCC.[CH:13]1([C:18]([O:20][CH3:21])=[O:19])[CH2:17][CH2:16][CH2:15][CH2:14]1.[Br:22][CH2:23][CH2:24][CH2:25][CH2:26]Br. Product: [CH3:21][O:20][C:18]([C:13]1([CH2:26][CH2:25][CH2:24][CH2:23][Br:22])[CH2:17][CH2:16][CH2:15][CH2:14]1)=[O:19]. The catalyst class is: 1.